This data is from Human Reference Interactome with 51,813 positive PPI pairs across 8,248 proteins, plus equal number of experimentally-validated negative pairs. The task is: Binary Classification. Given two protein amino acid sequences, predict whether they physically interact or not. (1) Protein 1 (ENSG00000232810) has sequence MSTESMIRDVELAEEALPKKTGGPQGSRRCLFLSLFSFLIVAGATTLFCLLHFGVIGPQREEFPRDLSLISPLAQAVRSSSRTPSDKPVAHVVANPQAEGQLQWLNRRANALLANGVELRDNQLVVPSEGLYLIYSQVLFKGQGCPSTHVLLTHTISRIAVSYQTKVNLLSAIKSPCQRETPEGAEAKPWYEPIYLGGVFQLEKGDRLSAEINRPDYLDFAESGQVYFGIIAL*. Protein 2 (ENSG00000166135) has sequence MAATAAEAVASGSGEPREEAGALGPAWDESQLRSYSFPTRPIPRLSQSDPRAEELIENEEPVVLTDTNLVYPALKWDLEYLQENIGNGDFSVYSASTHKFLYYDEKKMANFQNFKPRSNREEMKFHEFVEKLQDIQQRGGEERLYLQQTLNDTVGRKIVMDFLGFNWNWINKQQGKRGWGQLTSNLLLIGMEGNVTPAHYDEQQNFFAQIKGYKRCILFPPDQFECLYPYPVHHPCDRQSQVDFDNPDYERFPNFQNVVGYETVVGPGDVLYIPMYWWHHIESLLNGGITITVNFWYKGA.... Result: 0 (the proteins do not interact). (2) Protein 1 (ENSG00000067208) has sequence MVTNKMTAAFRNPSGKQVATDKVAEKLSSTLSWVKNTVSHTVSQMASQVASPSTSLHTTSSSTTLSTPALSPSSPSQLSPDDLELLAKLEEQNRLLETDSKSLRSVNGSRRNSGSSLVSSSSASSNLSHLEEDSWILWGRIVNEWEDVRKKKEKQVKELVHKGIPHHFRAIVWQLLCSAQSMPIKDQYSELLKMTSPCEKLIRRDIARTYPEHNFFKEKDSLGQEVLFNVMKAYSLVDREVGYCQGSAFIVGLLLMQMPEEEAFCVFVKLMQDYRLRELFKPSMAELGLCMYQFECMIQE.... Protein 2 (ENSG00000101856) has sequence MAAEDVVATGADPSDLESGGLLHEIFTSPLNLLLLGLCIFLLYKIVRGDQPAASGDSDDDEPPPLPRLKRRDFTPAELRRFDGVQDPRILMAINGKVFDVTKGRKFYGPEGPYGVFAGRDASRGLATFCLDKEALKDEYDDLSDLTAAQQETLSDWESQFTFKYHHVGKLLKEGEEPTVYSDEEEPKDESARKND*MAAEDVVATGADPSDLESGGLLHEIFTSPLNLLLLGLCIFLLYKIVRGDQPAASGDSDDDEPPPLPRLKRRDFTPAELRRFDGVQDPRILMAINGKVFDVTKGR.... Result: 0 (the proteins do not interact).